From a dataset of Merck oncology drug combination screen with 23,052 pairs across 39 cell lines. Regression. Given two drug SMILES strings and cell line genomic features, predict the synergy score measuring deviation from expected non-interaction effect. (1) Drug 1: NC(=O)c1cccc2cn(-c3ccc(C4CCCNC4)cc3)nc12. Drug 2: Cn1c(=O)n(-c2ccc(C(C)(C)C#N)cc2)c2c3cc(-c4cnc5ccccc5c4)ccc3ncc21. Cell line: HCT116. Synergy scores: synergy=13.7. (2) Drug 1: O=C(CCCCCCC(=O)Nc1ccccc1)NO. Drug 2: CCc1cnn2c(NCc3ccc[n+]([O-])c3)cc(N3CCCCC3CCO)nc12. Cell line: UWB1289. Synergy scores: synergy=-22.4.